Dataset: Full USPTO retrosynthesis dataset with 1.9M reactions from patents (1976-2016). Task: Predict the reactants needed to synthesize the given product. The reactants are: [CH3:1][O:2][C:3]1[C:4](=[O:25])[C:5]([CH3:24])=[C:6]([CH2:12][C:13]2[CH:18]=[CH:17][CH:16]=[CH:15][C:14]=2[CH2:19][CH2:20][C:21]([OH:23])=O)[C:7](=[O:11])[C:8]=1[O:9][CH3:10].[NH:26]1[CH2:31][CH2:30][S:29][CH2:28][CH2:27]1. Given the product [CH3:1][O:2][C:3]1[C:4](=[O:25])[C:5]([CH3:24])=[C:6]([CH2:12][C:13]2[CH:18]=[CH:17][CH:16]=[CH:15][C:14]=2[CH2:19][CH2:20][C:21]([N:26]2[CH2:31][CH2:30][S:29][CH2:28][CH2:27]2)=[O:23])[C:7](=[O:11])[C:8]=1[O:9][CH3:10], predict the reactants needed to synthesize it.